Predict the reaction yield, written as a fraction of the theoretical maximum amount of product (1.0 means a 100% yield; for example, 0.34 means a 34% yield). From a dataset of Reaction yield outcomes from USPTO patents with 853,638 reactions. (1) The catalyst is CN1CCCC1=O.O. The product is [Cl:17][C:18]1[CH:19]=[C:20](/[CH:24]=[CH:25]/[CH:26]=[C:27]2[CH2:32][CH2:31][N:30]([C:2]3[C:3]([C:4]#[N:5])=[CH:6][CH:7]=[C:8]([CH3:10])[N:9]=3)[CH2:29][CH2:28]2)[CH:21]=[CH:22][CH:23]=1. The yield is 0.296. The reactants are Cl[C:2]1[N:9]=[C:8]([CH3:10])[CH:7]=[CH:6][C:3]=1[C:4]#[N:5].C([O-])([O-])=O.[K+].[K+].[Cl:17][C:18]1[CH:19]=[C:20](/[CH:24]=[CH:25]/[CH:26]=[C:27]2[CH2:32][CH2:31][NH:30][CH2:29][CH2:28]2)[CH:21]=[CH:22][CH:23]=1. (2) The reactants are [CH3:1][O:2][C:3]([C:5]1[NH:6][C:7]2[C:12]([C:13](=[O:15])[CH:14]=1)=[CH:11][C:10]([F:16])=[CH:9][C:8]=2[Br:17])=[O:4].[C:18]([O-])([O-])=O.[K+].[K+].CI.O. The catalyst is CS(C)=O. The product is [CH3:1][O:2][C:3]([C:5]1[CH:14]=[C:13]([O:15][CH3:18])[C:12]2[C:7](=[C:8]([Br:17])[CH:9]=[C:10]([F:16])[CH:11]=2)[N:6]=1)=[O:4]. The yield is 0.930. (3) The reactants are Cl[C:2]1[CH:11]=[CH:10][C:9]2[C:4](=[CH:5][CH:6]=[CH:7][CH:8]=2)[N:3]=1.[CH:12]([Sn](CCCC)(CCCC)CCCC)=[CH2:13]. The catalyst is C1(C)C=CC=CC=1.C1C=CC([P]([Pd]([P](C2C=CC=CC=2)(C2C=CC=CC=2)C2C=CC=CC=2)([P](C2C=CC=CC=2)(C2C=CC=CC=2)C2C=CC=CC=2)[P](C2C=CC=CC=2)(C2C=CC=CC=2)C2C=CC=CC=2)(C2C=CC=CC=2)C2C=CC=CC=2)=CC=1. The product is [CH:12]([C:2]1[CH:11]=[CH:10][C:9]2[C:4](=[CH:5][CH:6]=[CH:7][CH:8]=2)[N:3]=1)=[CH2:13]. The yield is 0.990. (4) The reactants are N1C=CN=C1.[I:6][C:7]1[CH:8]=[C:9]([OH:13])[CH:10]=[CH:11][CH:12]=1.[C:14]([Si:18](Cl)([CH3:20])[CH3:19])([CH3:17])([CH3:16])[CH3:15]. The catalyst is ClCCl. The product is [C:14]([Si:18]([O:13][C:9]1[CH:10]=[CH:11][CH:12]=[C:7]([I:6])[CH:8]=1)([CH3:20])[CH3:19])([CH3:17])([CH3:16])[CH3:15]. The yield is 0.930.